From a dataset of Forward reaction prediction with 1.9M reactions from USPTO patents (1976-2016). Predict the product of the given reaction. Given the reactants [NH2:1][C:2]1[N:7]=[C:6]([CH:8]=O)[CH:5]=[CH:4][N:3]=1.[C:10]([CH:13]([N:15]1[CH2:20][CH2:19][CH:18]([NH2:21])[CH2:17][CH2:16]1)[CH3:14])([OH:12])=[O:11], predict the reaction product. The product is: [C:10]([CH:13]([N:15]1[CH2:16][CH2:17][CH:18]([N:21]=[CH:8][C:6]2[CH:5]=[CH:4][N:3]=[C:2]([NH2:1])[N:7]=2)[CH2:19][CH2:20]1)[CH3:14])([OH:12])=[O:11].